From a dataset of Acute oral toxicity (LD50) regression data from Zhu et al.. Regression/Classification. Given a drug SMILES string, predict its toxicity properties. Task type varies by dataset: regression for continuous values (e.g., LD50, hERG inhibition percentage) or binary classification for toxic/non-toxic outcomes (e.g., AMES mutagenicity, cardiotoxicity, hepatotoxicity). Dataset: ld50_zhu. (1) The molecule is O=c1[nH]c2ccc(Cl)cc2o1. The rat oral LD50 is 2.15, given as -log10 of the dose in mol/kg body weight (higher means more acutely toxic). (2) The molecule is CC1=CC(=O)CC(C)(C)C1. The rat oral LD50 is 1.87, given as -log10 of the dose in mol/kg body weight (higher means more acutely toxic). (3) The compound is CCCOC=O. The rat oral LD50 is 1.34, given as -log10 of the dose in mol/kg body weight (higher means more acutely toxic). (4) The compound is O=S(=O)(Oc1ccc(Cl)cc1)c1ccc(Cl)cc1. The rat oral LD50 is 2.18, given as -log10 of the dose in mol/kg body weight (higher means more acutely toxic). (5) The molecule is Cc1ccc(N=CNSN(Cc2ccccc2)Cc2ccccc2)c(C)c1. The rat oral LD50 is 2.55, given as -log10 of the dose in mol/kg body weight (higher means more acutely toxic). (6) The rat oral LD50 is 1.66, given as -log10 of the dose in mol/kg body weight (higher means more acutely toxic). The molecule is O=C(OCCc1ccccc1)c1ccccc1. (7) The molecule is CCOC(=O)c1ccccc1. The rat oral LD50 is 1.85, given as -log10 of the dose in mol/kg body weight (higher means more acutely toxic). (8) The drug is c1ccc(-c2ccccn2)nc1. The rat oral LD50 is 3.19, given as -log10 of the dose in mol/kg body weight (higher means more acutely toxic). (9) The drug is Oc1ccc2c(c1)CCC2. The rat oral LD50 is 1.62, given as -log10 of the dose in mol/kg body weight (higher means more acutely toxic). (10) The molecule is c1ccc(-n2cncn2)cc1. The rat oral LD50 is 2.33, given as -log10 of the dose in mol/kg body weight (higher means more acutely toxic).